Dataset: TCR-epitope binding with 47,182 pairs between 192 epitopes and 23,139 TCRs. Task: Binary Classification. Given a T-cell receptor sequence (or CDR3 region) and an epitope sequence, predict whether binding occurs between them. (1) The TCR CDR3 sequence is CASSQELDLGSDTQYF. The epitope is KPLEFGATSAAL. Result: 1 (the TCR binds to the epitope). (2) The epitope is IIKDYGKQM. The TCR CDR3 sequence is CASNSQNTGELFF. Result: 0 (the TCR does not bind to the epitope). (3) The epitope is YSEHPTFTSQY. The TCR CDR3 sequence is CASSQRGADTEAFF. Result: 0 (the TCR does not bind to the epitope). (4) The epitope is FLNRFTTTL. The TCR CDR3 sequence is CASSQAGTGETQYF. Result: 1 (the TCR binds to the epitope). (5) The epitope is HTTDPSFLGRY. The TCR CDR3 sequence is CASSLGYSNQPQHF. Result: 1 (the TCR binds to the epitope). (6) The epitope is ILHCANFNV. The TCR CDR3 sequence is CASSLGTYEQYF. Result: 1 (the TCR binds to the epitope). (7) Result: 1 (the TCR binds to the epitope). The epitope is SQASSRSSSR. The TCR CDR3 sequence is CASTAGTEAFF. (8) The epitope is KAFSPEVIPMF. The TCR CDR3 sequence is CASSDGQGRLGYTF. Result: 1 (the TCR binds to the epitope). (9) The TCR CDR3 sequence is CASSHSAGENEQFF. Result: 1 (the TCR binds to the epitope). The epitope is ILGLPTQTV.